From a dataset of Forward reaction prediction with 1.9M reactions from USPTO patents (1976-2016). Predict the product of the given reaction. (1) Given the reactants [Br:1][C:2]1[CH:8]=[CH:7][C:5]([NH2:6])=[CH:4][C:3]=1[O:9][CH3:10].CN(C)C=O.C(N(CC)CC)C.[C:23](OC(=O)C)(=[O:25])[CH3:24], predict the reaction product. The product is: [Br:1][C:2]1[CH:8]=[CH:7][C:5]([NH:6][C:23](=[O:25])[CH3:24])=[CH:4][C:3]=1[O:9][CH3:10]. (2) Given the reactants [Cl:1][C:2]1[CH:10]=[C:9]2[C:5]([CH:6]=[C:7]([C:13]([NH:15][CH:16]([C:21]3[CH:26]=[CH:25][CH:24]=[C:23]([C:27]([F:30])([F:29])[F:28])[CH:22]=3)[C:17]([F:20])([F:19])[F:18])=[O:14])[N:8]2[CH2:11][CH3:12])=[CH:4][C:3]=1[C:31]([NH:33][C:34]1([C:37]#[N:38])[CH2:36][CH2:35]1)=[O:32].ClS([N:43]=[C:44]=O)(=O)=O.CN(C)C=O, predict the reaction product. The product is: [Cl:1][C:2]1[CH:10]=[C:9]2[C:5]([C:6]([C:44]#[N:43])=[C:7]([C:13]([NH:15][CH:16]([C:21]3[CH:26]=[CH:25][CH:24]=[C:23]([C:27]([F:30])([F:28])[F:29])[CH:22]=3)[C:17]([F:18])([F:20])[F:19])=[O:14])[N:8]2[CH2:11][CH3:12])=[CH:4][C:3]=1[C:31]([NH:33][C:34]1([C:37]#[N:38])[CH2:35][CH2:36]1)=[O:32]. (3) Given the reactants [CH3:1][C:2]1[CH:3]=[C:4]([CH:7]=[CH:8][CH:9]=1)[CH2:5][NH2:6].C([O:14][C:15]([C:17]1[CH:22]=[CH:21][CH:20]=[CH:19][C:18]=1[C:23]1[CH:28]=[CH:27][C:26]([CH2:29][N:30]2[C:38]3[C:33](=[CH:34][C:35]([C:39]([OH:41])=O)=[CH:36][CH:37]=3)[C:32]([CH3:42])=[C:31]2[CH3:43])=[CH:25][CH:24]=1)=[O:16])(C)(C)C, predict the reaction product. The product is: [CH3:43][C:31]1[N:30]([CH2:29][C:26]2[CH:27]=[CH:28][C:23]([C:18]3[C:17]([C:15]([OH:14])=[O:16])=[CH:22][CH:21]=[CH:20][CH:19]=3)=[CH:24][CH:25]=2)[C:38]2[C:33]([C:32]=1[CH3:42])=[CH:34][C:35]([C:39](=[O:41])[NH:6][CH2:5][C:4]1[CH:7]=[CH:8][CH:9]=[C:2]([CH3:1])[CH:3]=1)=[CH:36][CH:37]=2. (4) Given the reactants Br[C:2]1[CH:3]=[C:4]([CH:16]=[CH:17][CH:18]=1)[C:5]([NH:7][CH2:8][CH2:9][CH2:10][N:11]([CH2:14][CH3:15])[CH2:12][CH3:13])=[O:6].[N:19]1[CH:24]=[CH:23][C:22](/[CH:25]=[CH:26]/[C:27]2[CH:28]=[C:29]([NH2:33])[CH:30]=[CH:31][CH:32]=2)=[CH:21][CH:20]=1.CC(C1C=C(C(C)C)C(C2C=CC=CC=2P(C2CCCCC2)C2CCCCC2)=C(C(C)C)C=1)C.C([O-])([O-])=O.[K+].[K+], predict the reaction product. The product is: [CH2:12]([N:11]([CH2:14][CH3:15])[CH2:10][CH2:9][CH2:8][NH:7][C:5](=[O:6])[C:4]1[CH:16]=[CH:17][CH:18]=[C:2]([NH:33][C:29]2[CH:30]=[CH:31][CH:32]=[C:27](/[CH:26]=[CH:25]/[C:22]3[CH:23]=[CH:24][N:19]=[CH:20][CH:21]=3)[CH:28]=2)[CH:3]=1)[CH3:13].